This data is from Forward reaction prediction with 1.9M reactions from USPTO patents (1976-2016). The task is: Predict the product of the given reaction. (1) Given the reactants [CH2:1]([O:3][C:4]([C:6]1[NH:7][C:8]2[C:13]([C:14]=1[CH:15]=[O:16])=[CH:12][CH:11]=[CH:10][CH:9]=2)=[O:5])[CH3:2].Br[CH2:18][C:19]1[C:20]2[CH:27]=[C:26]([F:28])[CH:25]=[CH:24][C:21]=2[S:22][CH:23]=1, predict the reaction product. The product is: [CH2:1]([O:3][C:4]([C:6]1[N:7]([CH2:18][C:19]2[C:20]3[CH:27]=[C:26]([F:28])[CH:25]=[CH:24][C:21]=3[S:22][CH:23]=2)[C:8]2[C:13]([C:14]=1[CH:15]=[O:16])=[CH:12][CH:11]=[CH:10][CH:9]=2)=[O:5])[CH3:2]. (2) The product is: [Cl:29][C:26]1[CH:27]=[CH:28][C:23]([C@H:21]2[C@@:14]3([C:15]4[C:20](=[CH:19][CH:18]=[CH:17][CH:16]=4)[N:12]([CH2:11][CH2:10][N:8]4[CH:9]=[C:5]([C:3]([OH:4])=[O:2])[N:6]=[CH:7]4)[C:13]3=[O:30])[CH2:22]2)=[CH:24][CH:25]=1. Given the reactants C[O:2][C:3]([C:5]1[N:6]=[CH:7][N:8]([CH2:10][CH2:11][N:12]2[C:20]3[C:15](=[CH:16][CH:17]=[CH:18][CH:19]=3)[C@@:14]3([CH2:22][C@@H:21]3[C:23]3[CH:28]=[CH:27][C:26]([Cl:29])=[CH:25][CH:24]=3)[C:13]2=[O:30])[CH:9]=1)=[O:4].COC(C1N=CN(CCN2C3C(=CC=CC=3)[C@]3(C[C@H]3C3C=CC(Cl)=CC=3)C2=O)C=1)=O.O[Li].O, predict the reaction product. (3) Given the reactants [F:1][C:2]1[CH:3]=[C:4]2[C:8](=[CH:9][CH:10]=1)[NH:7][C:6](=[O:11])[CH2:5]2.C[Si]([N-][Si](C)(C)C)(C)C.[Li+].[OH:22][CH2:23][CH2:24][O:25][CH2:26][CH2:27][N:28]1[CH2:33][CH2:32][N:31]([CH2:34][C:35]2[N:40]=[C:39]3[CH2:41][O:42][C:43](=O)[C:38]3=[CH:37][CH:36]=2)[CH2:30][CH2:29]1.Cl, predict the reaction product. The product is: [F:1][C:2]1[CH:3]=[C:4]2[C:8](=[CH:9][CH:10]=1)[NH:7][C:6](=[O:11])[C:5]2=[C:43]1[C:38]2[C:39](=[N:40][C:35]([CH2:34][N:31]3[CH2:32][CH2:33][N:28]([CH2:27][CH2:26][O:25][CH2:24][CH2:23][OH:22])[CH2:29][CH2:30]3)=[CH:36][CH:37]=2)[CH2:41][O:42]1.